This data is from Full USPTO retrosynthesis dataset with 1.9M reactions from patents (1976-2016). The task is: Predict the reactants needed to synthesize the given product. (1) Given the product [ClH:40].[F:1][C:2]1[CH:7]=[CH:6][C:5]([C:8]2[C:9]([N:14]3[CH2:15][CH2:16][N:17]([CH2:20][CH2:21][N:22]([CH3:23])[S:37]([C:35]4[N:34]=[CH:33][N:32]([CH3:31])[CH:36]=4)(=[O:39])=[O:38])[CH2:18][CH2:19]3)=[N:10][CH:11]=[CH:12][N:13]=2)=[CH:4][CH:3]=1, predict the reactants needed to synthesize it. The reactants are: [F:1][C:2]1[CH:7]=[CH:6][C:5]([C:8]2[C:9]([N:14]3[CH2:19][CH2:18][N:17]([CH2:20][CH2:21][NH:22][CH3:23])[CH2:16][CH2:15]3)=[N:10][CH:11]=[CH:12][N:13]=2)=[CH:4][CH:3]=1.C(N(CC)CC)C.[CH3:31][N:32]1[CH:36]=[C:35]([S:37]([Cl:40])(=[O:39])=[O:38])[N:34]=[CH:33]1. (2) Given the product [CH:1]12[CH2:39][CH:4]([CH:5]([NH:7][C:8]3[N:13]=[C:12]([C:14]4[CH:19]=[CH:18][N:17]([C@@H:20]([C:30]5[CH:35]=[CH:34][C:33]([Cl:36])=[C:32]([F:37])[CH:31]=5)[CH2:21][OH:22])[C:16](=[O:38])[CH:15]=4)[CH:11]=[CH:10][N:9]=3)[CH2:6]1)[CH2:3][O:2]2, predict the reactants needed to synthesize it. The reactants are: [CH:1]12[CH2:39][CH:4]([CH:5]([NH:7][C:8]3[N:13]=[C:12]([C:14]4[CH:19]=[CH:18][N:17]([C@@H:20]([C:30]5[CH:35]=[CH:34][C:33]([Cl:36])=[C:32]([F:37])[CH:31]=5)[CH2:21][O:22][Si](C(C)(C)C)(C)C)[C:16](=[O:38])[CH:15]=4)[CH:11]=[CH:10][N:9]=3)[CH2:6]1)[CH2:3][O:2]2.C([O-])([O-])=O.[Na+].[Na+]. (3) Given the product [CH2:1]([O:6][C:7]1[CH:19]=[CH:18][C:17]2[C:16]3[C:11](=[CH:12][C:13]([CH2:20][CH2:21][C:22]4[CH:27]=[CH:26][C:25]([O:28][C:30](=[O:33])[CH:31]=[CH2:32])=[C:24]([F:29])[CH:23]=4)=[CH:14][CH:15]=3)[CH2:10][C:9]=2[CH:8]=1)[CH2:2][CH2:3][CH2:4][CH3:5], predict the reactants needed to synthesize it. The reactants are: [CH2:1]([O:6][C:7]1[CH:19]=[CH:18][C:17]2[C:16]3[C:11](=[CH:12][C:13]([CH2:20][CH2:21][C:22]4[CH:27]=[CH:26][C:25]([OH:28])=[C:24]([F:29])[CH:23]=4)=[CH:14][CH:15]=3)[CH2:10][C:9]=2[CH:8]=1)[CH2:2][CH2:3][CH2:4][CH3:5].[C:30](O)(=[O:33])[CH:31]=[CH2:32].Cl.C(N=C=NCCCN(C)C)C.O. (4) Given the product [CH3:22][N:21]([CH3:23])[CH:18]1[CH2:19][CH2:20][CH:15]([NH:14][C:12]2[C:11]3[C:10]4[CH2:9][CH2:8][CH2:7][C:6]=4[S:5][C:4]=3[N:3]=[C:2]([NH:24][C:25]3[CH:30]=[CH:29][CH:28]=[CH:27][CH:26]=3)[N:13]=2)[CH2:16][CH2:17]1, predict the reactants needed to synthesize it. The reactants are: Cl[C:2]1[N:13]=[C:12]([NH:14][CH:15]2[CH2:20][CH2:19][CH:18]([N:21]([CH3:23])[CH3:22])[CH2:17][CH2:16]2)[C:11]2[C:10]3[CH2:9][CH2:8][CH2:7][C:6]=3[S:5][C:4]=2[N:3]=1.[NH2:24][C:25]1[CH:30]=[CH:29][CH:28]=[CH:27][CH:26]=1.CC1(C)C2C(=C(P(C3C=CC=CC=3)C3C=CC=CC=3)C=CC=2)OC2C(P(C3C=CC=CC=3)C3C=CC=CC=3)=CC=CC1=2.